This data is from Experimental lipophilicity measurements (octanol/water distribution) for 4,200 compounds from AstraZeneca. The task is: Regression/Classification. Given a drug SMILES string, predict its absorption, distribution, metabolism, or excretion properties. Task type varies by dataset: regression for continuous measurements (e.g., permeability, clearance, half-life) or binary classification for categorical outcomes (e.g., BBB penetration, CYP inhibition). For this dataset (lipophilicity_astrazeneca), we predict Y. (1) The drug is COc1ccc(-c2nc3c(NCCCNC(=O)C4CCCC4)c(C(N)=O)cnc3[nH]2)cc1. The Y is 3.13 logD. (2) The drug is Cc1cn([C@H]2CCCN(S(=O)(=O)c3ccc(C(=O)O)c(Oc4ccc(Cl)c(Cl)c4)c3)C2)c(=O)[nH]c1=O. The Y is -0.870 logD. (3) The molecule is Nc1cccc2c1C(=O)N(Cc1cccc(Cl)c1)C2=O. The Y is 3.18 logD. (4) The drug is CC(C)c1ccc(NC(=O)NCCCSC[C@H]2O[C@@H](n3cnc4c(N)ncnc43)[C@H](O)[C@@H]2O)cc1. The Y is 2.50 logD. (5) The compound is CC(=O)N1CCN(c2ccc(Nc3nccc(-c4cnc5ccccn45)n3)cc2)CC1. The Y is 2.82 logD. (6) The molecule is N#Cc1ccc(C[C@@H](C(=O)O)N2CCC(CN3CCC(Oc4ccc(Cl)c(Cl)c4)CC3)CC2)cc1. The Y is 2.17 logD. (7) The compound is CN(C)CCCn1c2c(c3ccccc31)CCCCCC2. The Y is 2.96 logD.